From a dataset of NCI-60 drug combinations with 297,098 pairs across 59 cell lines. Regression. Given two drug SMILES strings and cell line genomic features, predict the synergy score measuring deviation from expected non-interaction effect. (1) Synergy scores: CSS=-2.58, Synergy_ZIP=1.71, Synergy_Bliss=-0.169, Synergy_Loewe=-2.74, Synergy_HSA=-2.99. Cell line: UACC-257. Drug 2: C1CC(=O)NC(=O)C1N2C(=O)C3=CC=CC=C3C2=O. Drug 1: CC1=CC=C(C=C1)C2=CC(=NN2C3=CC=C(C=C3)S(=O)(=O)N)C(F)(F)F. (2) Drug 1: CC12CCC3C(C1CCC2NC(=O)OCC(F)(F)F)CCC4C3(C=CC(=O)N4C)C. Drug 2: CS(=O)(=O)CCNCC1=CC=C(O1)C2=CC3=C(C=C2)N=CN=C3NC4=CC(=C(C=C4)OCC5=CC(=CC=C5)F)Cl. Cell line: NCIH23. Synergy scores: CSS=13.4, Synergy_ZIP=-4.06, Synergy_Bliss=-4.42, Synergy_Loewe=-2.32, Synergy_HSA=-1.60.